Dataset: Ames mutagenicity test results for genotoxicity prediction. Task: Regression/Classification. Given a drug SMILES string, predict its toxicity properties. Task type varies by dataset: regression for continuous values (e.g., LD50, hERG inhibition percentage) or binary classification for toxic/non-toxic outcomes (e.g., AMES mutagenicity, cardiotoxicity, hepatotoxicity). Dataset: ames. (1) The molecule is OCC(Br)CBr. The result is 1 (mutagenic). (2) The result is 0 (non-mutagenic). The compound is c1cnc2c(c1)ccc1cccnc12. (3) The compound is OC1c2c(ccc3c2ccc2ccccc23)C2OC2C1O. The result is 1 (mutagenic). (4) The result is 0 (non-mutagenic). The compound is CCCCOC(=O)COc1ccc(Cl)cc1Cl. (5) The drug is N#CCCC(=O)/C=C/c1ccc(C(=O)O)cc1. The result is 0 (non-mutagenic). (6) The compound is O=Nc1ccc2ccc3c4c(cc5ccc1c2c53)CCCC4. The result is 1 (mutagenic). (7) The drug is COC(=O)Nc1cccc(OC(=O)Nc2cccc(C)c2)c1. The result is 1 (mutagenic). (8) The drug is O=[N+]([O-])c1ccc2c(c1)C(O)c1ccccc1-2. The result is 1 (mutagenic). (9) The compound is COc1cc(O[C@@H]2O[C@H](CO)[C@@H](O)[C@H](O)[C@H]2O)c2c(=O)c3c(O)ccc(O)c3oc2c1. The result is 1 (mutagenic).